Dataset: Catalyst prediction with 721,799 reactions and 888 catalyst types from USPTO. Task: Predict which catalyst facilitates the given reaction. (1) Reactant: [CH3:1][C@@H:2]1[CH2:6][CH2:5][CH2:4][N:3]1[CH2:7][CH2:8][C:9]1[CH:14]=[CH:13][C:12]([C:15]2[CH:20]=[CH:19][C:18]([C:21]3([C:26](O)=[O:27])[CH2:25][CH2:24][CH2:23][CH2:22]3)=[CH:17][CH:16]=2)=[CH:11][CH:10]=1.Cl.[NH2:30][C@H:31]1[CH2:36][CH2:35][CH2:34][CH2:33][C@@H:32]1[C:37]([O:39][CH2:40][CH3:41])=[O:38].CN(C(ON1N=NC2C=CC=NC1=2)=[N+](C)C)C.F[P-](F)(F)(F)(F)F.Cl. Product: [CH3:1][C@@H:2]1[CH2:6][CH2:5][CH2:4][N:3]1[CH2:7][CH2:8][C:9]1[CH:10]=[CH:11][C:12]([C:15]2[CH:16]=[CH:17][C:18]([C:21]3([C:26]([NH:30][C@@H:31]4[CH2:36][CH2:35][CH2:34][CH2:33][C@H:32]4[C:37]([O:39][CH2:40][CH3:41])=[O:38])=[O:27])[CH2:22][CH2:23][CH2:24][CH2:25]3)=[CH:19][CH:20]=2)=[CH:13][CH:14]=1. The catalyst class is: 3. (2) Reactant: [OH:1][C@@H:2]1[CH2:6][CH2:5][O:4][C:3]1=[O:7].C1(P(C2C=CC=CC=2)C2C=CC=CC=2)C=CC=CC=1.[Br:27][C:28]1[CH:33]=[CH:32][C:31](O)=[C:30]([F:35])[CH:29]=1.N(C(OC(C)(C)C)=O)=NC(OC(C)(C)C)=O. Product: [Br:27][C:28]1[CH:33]=[CH:32][C:31]([O:1][C@H:2]2[CH2:6][CH2:5][O:4][C:3]2=[O:7])=[C:30]([F:35])[CH:29]=1. The catalyst class is: 11. (3) Reactant: [OH-].[Na+].[Cl:3][C:4]1[CH:5]=[C:6]([C:11]2[C:12]([C:31]([F:34])([F:33])[F:32])=[N:13][N:14]([C:16]3[CH:26]=[CH:25][C:19]([C:20]([O:22]CC)=[O:21])=[C:18]([C:27]([F:30])([F:29])[F:28])[CH:17]=3)[CH:15]=2)[CH:7]=[C:8]([Cl:10])[CH:9]=1. Product: [Cl:3][C:4]1[CH:5]=[C:6]([C:11]2[C:12]([C:31]([F:34])([F:32])[F:33])=[N:13][N:14]([C:16]3[CH:26]=[CH:25][C:19]([C:20]([OH:22])=[O:21])=[C:18]([C:27]([F:29])([F:30])[F:28])[CH:17]=3)[CH:15]=2)[CH:7]=[C:8]([Cl:10])[CH:9]=1. The catalyst class is: 97. (4) Reactant: C(OC([NH:8][C:9]1[O:17][C:16]2[C:11](=[N:12][CH:13]=[C:14]([CH2:18][N:19]3[CH2:22][CH:21]([OH:23])[CH2:20]3)[CH:15]=2)[C:10]=1[C:24]([NH:26][C:27]1[CH:28]=[N:29][CH:30]=[CH:31][C:32]=1[N:33]1[CH2:38][C@H:37]([C:39]([F:42])([F:41])[F:40])[CH2:36][C@H:35]([NH:43]C(=O)OC(C)(C)C)[CH2:34]1)=[O:25])=O)(C)(C)C.Cl.O1CCOCC1. Product: [NH2:8][C:9]1[O:17][C:16]2[C:11](=[N:12][CH:13]=[C:14]([CH2:18][N:19]3[CH2:20][CH:21]([OH:23])[CH2:22]3)[CH:15]=2)[C:10]=1[C:24]([NH:26][C:27]1[CH:28]=[N:29][CH:30]=[CH:31][C:32]=1[N:33]1[CH2:38][C@H:37]([C:39]([F:41])([F:42])[F:40])[CH2:36][C@H:35]([NH2:43])[CH2:34]1)=[O:25]. The catalyst class is: 5.